This data is from Forward reaction prediction with 1.9M reactions from USPTO patents (1976-2016). The task is: Predict the product of the given reaction. (1) Given the reactants [C:1]([C:4]1[CH:5]=[N:6][C:7]2[C:12]([C:13]=1[NH:14][C:15]1[CH:16]=[CH:17][C:18]([N:21]3[CH2:26][CH2:25][CH2:24][CH:23]([NH:27][C:28](=[O:34])[O:29][C:30]([CH3:33])([CH3:32])[CH3:31])[CH2:22]3)=[N:19][CH:20]=1)=[N:11][C:10](Cl)=[CH:9][CH:8]=2)(=[O:3])[CH3:2].[Cl:36][C:37]1[CH:42]=[C:41](B2OC(C)(C)C(C)(C)O2)[CH:40]=[C:39]([Cl:52])[C:38]=1[OH:53], predict the reaction product. The product is: [C:1]([C:4]1[CH:5]=[N:6][C:7]2[C:12]([C:13]=1[NH:14][C:15]1[CH:16]=[CH:17][C:18]([N:21]3[CH2:26][CH2:25][CH2:24][CH:23]([NH:27][C:28](=[O:34])[O:29][C:30]([CH3:33])([CH3:32])[CH3:31])[CH2:22]3)=[N:19][CH:20]=1)=[N:11][C:10]([C:41]1[CH:40]=[C:39]([Cl:52])[C:38]([OH:53])=[C:37]([Cl:36])[CH:42]=1)=[CH:9][CH:8]=2)(=[O:3])[CH3:2]. (2) The product is: [CH:2]([C:3]1[CH:4]=[C:5]([N:9]2[C:13](=[O:14])[CH2:12][CH:11]([C:15]([O:17][CH3:18])=[O:16])[CH2:10]2)[CH:6]=[CH:7][CH:8]=1)=[O:1]. Given the reactants [OH:1][CH2:2][C:3]1[CH:4]=[C:5]([N:9]2[C:13](=[O:14])[CH2:12][CH:11]([C:15]([O:17][CH3:18])=[O:16])[CH2:10]2)[CH:6]=[CH:7][CH:8]=1.[Cr](Cl)([O-])(=O)=O.[NH+]1C=CC=CC=1, predict the reaction product. (3) Given the reactants C([O:3][C:4]([C:6]1[N:7]([CH3:17])[N:8]=[C:9]([C:13]([CH3:16])([CH3:15])[CH3:14])[C:10]=1[O:11][CH3:12])=[O:5])C.[OH-].[Na+], predict the reaction product. The product is: [C:13]([C:9]1[C:10]([O:11][CH3:12])=[C:6]([C:4]([OH:5])=[O:3])[N:7]([CH3:17])[N:8]=1)([CH3:16])([CH3:14])[CH3:15]. (4) Given the reactants [N:1]([CH:4]1[CH2:9][CH:8]([C:10]2[CH:15]=[CH:14][CH:13]=[C:12]([F:16])[C:11]=2[F:17])[CH2:7][N:6]([CH2:18][C:19]([F:22])([F:21])[F:20])[C:5]1=[O:23])=[N+]=[N-].[C:24](O[C:32]([O:34][C:35]([CH3:38])([CH3:37])[CH3:36])=[O:33])([O:26][C:27]([CH3:30])([CH3:29])[CH3:28])=[O:25], predict the reaction product. The product is: [NH:6]([CH2:7][CH3:8])[CH2:5][CH3:4].[F:17][C:11]1[C:12]([F:16])=[CH:13][CH:14]=[CH:15][C:10]=1[C@@H:8]1[CH2:7][N:6]([CH2:18][C:19]([F:22])([F:21])[F:20])[C:5](=[O:23])[C@H:4]([NH:1][C:24](=[O:25])[O:26][C:27]([CH3:30])([CH3:29])[CH3:28])[CH2:9]1.[F:17][C:11]1[C:12]([F:16])=[CH:13][CH:14]=[CH:15][C:10]=1[C@H:8]1[CH2:7][N:6]([CH2:18][C:19]([F:20])([F:21])[F:22])[C:5](=[O:23])[C@@H:4]([NH:1][C:32](=[O:33])[O:34][C:35]([CH3:36])([CH3:37])[CH3:38])[CH2:9]1. (5) Given the reactants [C:1]1([C:7]2[N:11]=[C:10]([N:12]3[CH2:17][CH2:16][NH:15][CH2:14][CH2:13]3)[S:9][N:8]=2)[CH:6]=[CH:5][CH:4]=[CH:3][CH:2]=1.C(N(CC)CC)C.[CH3:25][O:26][C:27]1[CH:32]=[CH:31][C:30]([N:33]=[C:34]=[O:35])=[CH:29][CH:28]=1.CCCCCC, predict the reaction product. The product is: [CH3:25][O:26][C:27]1[CH:32]=[CH:31][C:30]([NH:33][C:34]([N:15]2[CH2:16][CH2:17][N:12]([C:10]3[S:9][N:8]=[C:7]([C:1]4[CH:2]=[CH:3][CH:4]=[CH:5][CH:6]=4)[N:11]=3)[CH2:13][CH2:14]2)=[O:35])=[CH:29][CH:28]=1. (6) Given the reactants Cl.Cl.[CH3:3][O:4][C:5]1[CH:6]=[C:7]([C:11]2([C:23]#[N:24])[CH2:16][CH2:15][N:14]([CH:17]3[CH2:22][CH2:21][NH:20][CH2:19][CH2:18]3)[CH2:13][CH2:12]2)[CH:8]=[CH:9][CH:10]=1.C(N(CC)CC)C.[C:32](Cl)(=[O:34])[CH3:33].O, predict the reaction product. The product is: [C:32]([N:20]1[CH2:21][CH2:22][CH:17]([N:14]2[CH2:13][CH2:12][C:11]([C:7]3[CH:8]=[CH:9][CH:10]=[C:5]([O:4][CH3:3])[CH:6]=3)([C:23]#[N:24])[CH2:16][CH2:15]2)[CH2:18][CH2:19]1)(=[O:34])[CH3:33].